This data is from Forward reaction prediction with 1.9M reactions from USPTO patents (1976-2016). The task is: Predict the product of the given reaction. (1) Given the reactants CC(C)=[O:3].OS(O)(=O)=O.O=[Cr](=O)=O.[C:14]1([C:20]2[CH:24]=[CH:23][S:22][C:21]=2[CH:25]=[O:26])[CH:19]=[CH:18][CH:17]=[CH:16][CH:15]=1.C(O)(C)C, predict the reaction product. The product is: [C:14]1([C:20]2[CH:24]=[CH:23][S:22][C:21]=2[C:25]([OH:3])=[O:26])[CH:15]=[CH:16][CH:17]=[CH:18][CH:19]=1. (2) Given the reactants [Li+].[OH-].[Cl:3][C@H:4]1[C@H:8]([CH2:9][CH2:10][S:11][C:12]2[S:13][CH:14]=[C:15]([C:17]([O:19]CC)=[O:18])[N:16]=2)[C@@H:7]([CH2:22][CH2:23][CH2:24][CH2:25][CH2:26][CH2:27][CH2:28][CH3:29])[C@H:6]([OH:30])[CH2:5]1, predict the reaction product. The product is: [Cl:3][C@H:4]1[C@H:8]([CH2:9][CH2:10][S:11][C:12]2[S:13][CH:14]=[C:15]([C:17]([OH:19])=[O:18])[N:16]=2)[C@@H:7]([CH2:22][CH2:23][CH2:24][CH2:25][CH2:26][CH2:27][CH2:28][CH3:29])[C@H:6]([OH:30])[CH2:5]1. (3) Given the reactants C[O:2][C:3]([C:5]1[N:6]=[C:7]([CH3:10])[NH:8][CH:9]=1)=[O:4].[H-].[Na+].Cl[CH2:14][O:15][CH2:16][CH2:17][Si:18]([CH3:21])([CH3:20])[CH3:19].[OH-].[Li+].Cl, predict the reaction product. The product is: [CH3:10][C:7]1[N:8]([CH2:14][O:15][CH2:16][CH2:17][Si:18]([CH3:21])([CH3:20])[CH3:19])[CH:9]=[C:5]([C:3]([OH:2])=[O:4])[N:6]=1. (4) Given the reactants [Cl:1][C:2]1[CH:3]=[CH:4][C:5]([N:8]2[CH2:13][CH2:12][N:11]([S:14](/[CH:17]=[CH:18]/[CH2:19][CH2:20][C:21]3[N:26]=[CH:25][C:24]([F:27])=[CH:23][N:22]=3)(=[O:16])=[O:15])[CH2:10][CH2:9]2)=[N:6][CH:7]=1.ClC1C=CC(N2CCN(S(/C=C\CCC3N=CC(F)=CN=3)(=O)=O)CC2)=NC=1.[NH2:55][OH:56], predict the reaction product. The product is: [Cl:1][C:2]1[CH:3]=[CH:4][C:5]([N:8]2[CH2:13][CH2:12][N:11]([S:14]([CH2:17][CH:18]([NH:55][OH:56])[CH2:19][CH2:20][C:21]3[N:26]=[CH:25][C:24]([F:27])=[CH:23][N:22]=3)(=[O:16])=[O:15])[CH2:10][CH2:9]2)=[N:6][CH:7]=1. (5) Given the reactants [C:1]1([C:36]2[CH:41]=[CH:40][CH:39]=[CH:38][CH:37]=2)[CH:6]=[CH:5][C:4]([C@@:7]2([O:34][CH3:35])[CH2:11][N:10]([C:12](=[O:29])[C@@H:13]([NH:21][C:22]([O:24][C:25]([CH3:28])([CH3:27])[CH3:26])=[O:23])[CH2:14][CH2:15][CH2:16][CH2:17][CH2:18][CH:19]=[CH2:20])[C@H:9]([C:30]([O:32]C)=[O:31])[CH2:8]2)=[CH:3][CH:2]=1.O.[OH-].[Li+], predict the reaction product. The product is: [C:1]1([C:36]2[CH:37]=[CH:38][CH:39]=[CH:40][CH:41]=2)[CH:2]=[CH:3][C:4]([C@@:7]2([O:34][CH3:35])[CH2:11][N:10]([C:12](=[O:29])[C@@H:13]([NH:21][C:22]([O:24][C:25]([CH3:26])([CH3:27])[CH3:28])=[O:23])[CH2:14][CH2:15][CH2:16][CH2:17][CH2:18][CH:19]=[CH2:20])[C@H:9]([C:30]([OH:32])=[O:31])[CH2:8]2)=[CH:5][CH:6]=1. (6) Given the reactants [CH2:1]([O:3][C:4]([C:6]1[C:7]([CH:22]=[O:23])=[N:8][N:9]2[C:14]([O:15][CH3:16])=[CH:13][CH:12]=[C:11]([CH2:17][O:18][C:19](=[O:21])[CH3:20])[C:10]=12)=[O:5])[CH3:2].C[Si](C)(C)[O:26][CH2:27][CH2:28]O[Si](C)(C)C.FC(F)(F)S(O[Si](C)(C)C)(=O)=O.C(=O)([O-])O.[Na+], predict the reaction product. The product is: [CH2:1]([O:3][C:4]([C:6]1[C:7]([CH:22]2[O:26][CH2:27][CH2:28][O:23]2)=[N:8][N:9]2[C:14]([O:15][CH3:16])=[CH:13][CH:12]=[C:11]([CH2:17][O:18][C:19](=[O:21])[CH3:20])[C:10]=12)=[O:5])[CH3:2]. (7) The product is: [OH:4][CH2:3][C:5]1[CH:13]=[CH:12][CH:11]=[C:10]2[C:6]=1[CH:7]=[CH:8][N:9]2[C:14]1[CH:21]=[CH:20][CH:19]=[CH:18][C:15]=1[C:16]#[N:17]. Given the reactants [BH4-].[Na+].[CH:3]([C:5]1[CH:13]=[CH:12][CH:11]=[C:10]2[C:6]=1[CH:7]=[CH:8][N:9]2[C:14]1[CH:21]=[CH:20][CH:19]=[CH:18][C:15]=1[C:16]#[N:17])=[O:4], predict the reaction product. (8) Given the reactants [CH3:1]/[C:2](/[C:5]([CH3:7])=O)=[N:3]\O.[CH3:8][C:9]1([CH3:17])[CH2:16][C:14](=O)[CH2:13][C:11](=[O:12])[CH2:10]1, predict the reaction product. The product is: [CH3:1][C:2]1[NH:3][C:14]2[CH2:16][C:9]([CH3:8])([CH3:17])[CH2:10][C:11](=[O:12])[C:13]=2[C:5]=1[CH3:7]. (9) Given the reactants [C:1]1([C:7]2[C:20]3[C:19]4[CH:18]=[CH:17][CH:16]=[CH:15][C:14]=4[C:13]4=[N:21][CH:22]=[CH:23][N:12]4[C:11]=3[CH:10]=[CH:9][CH:8]=2)[CH:6]=[CH:5][CH:4]=[CH:3][CH:2]=1.C1C(=O)N([Br:31])C(=O)C1, predict the reaction product. The product is: [Br:31][C:23]1[N:12]2[C:11]3[CH:10]=[CH:9][CH:8]=[C:7]([C:1]4[CH:2]=[CH:3][CH:4]=[CH:5][CH:6]=4)[C:20]=3[C:19]3[CH:18]=[CH:17][CH:16]=[CH:15][C:14]=3[C:13]2=[N:21][CH:22]=1.